Dataset: Forward reaction prediction with 1.9M reactions from USPTO patents (1976-2016). Task: Predict the product of the given reaction. (1) The product is: [S:1]1[C:5]([C:6]([C:8]2[CH:13]=[C:12]([CH2:14][CH3:15])[CH:11]=[CH:10][C:9]=2[O:16][CH:35]([CH3:36])[CH2:34][CH2:33][O:32][C:29]2[CH:30]=[CH:31][C:26]([CH2:25][CH2:24][C:23]([OH:43])=[O:22])=[C:27]([CH3:42])[CH:28]=2)=[O:7])=[CH:4][C:3]2[CH:17]=[CH:18][CH:19]=[CH:20][C:2]1=2. Given the reactants [S:1]1[C:5]([C:6]([C:8]2[CH:13]=[C:12]([CH2:14][CH3:15])[CH:11]=[CH:10][C:9]=2[OH:16])=[O:7])=[CH:4][C:3]2[CH:17]=[CH:18][CH:19]=[CH:20][C:2]1=2.C[O:22][C:23](=[O:43])[CH2:24][CH2:25][C:26]1[CH:31]=[CH:30][C:29]([O:32][CH2:33][CH2:34][CH:35](OS(C)(=O)=O)[CH3:36])=[CH:28][C:27]=1[CH3:42].C([O-])([O-])=O.[Cs+].[Cs+].[OH-].[Na+].Cl, predict the reaction product. (2) Given the reactants Br[C:2]1[N:3]=[C:4]2[C:23]([CH:24]([CH2:27][CH3:28])[CH2:25][CH3:26])=[CH:22][N:21]([CH3:29])[C:5]2=[N:6][C:7]=1[C:8]1[CH:13]=[CH:12][C:11]([O:14][C:15]([F:18])([F:17])[F:16])=[CH:10][C:9]=1[O:19][CH3:20], predict the reaction product. The product is: [CH2:25]([CH:24]([C:23]1[C:4]2[C:5](=[N:6][C:7]([C:8]3[CH:13]=[CH:12][C:11]([O:14][C:15]([F:17])([F:18])[F:16])=[CH:10][C:9]=3[O:19][CH3:20])=[CH:2][N:3]=2)[N:21]([CH3:29])[CH:22]=1)[CH2:27][CH3:28])[CH3:26]. (3) Given the reactants [F:1][C:2]([F:19])([F:18])[O:3][CH:4]1[CH2:7][N:6](C(OCC2C=CC=CC=2)=O)[CH2:5]1.Cl, predict the reaction product. The product is: [F:1][C:2]([F:19])([F:18])[O:3][CH:4]1[CH2:7][NH:6][CH2:5]1. (4) Given the reactants [NH2:1][C@H:2]([C:7]([OH:9])=[O:8])[CH2:3][CH2:4][S:5][CH3:6].NC(CCSC)C#N, predict the reaction product. The product is: [NH2:1][CH:2]([C:7]([OH:9])=[O:8])[CH2:3][CH2:4][S:5][CH3:6]. (5) Given the reactants [CH3:1][N:2]1[C:10]2[C:5](=[N:6][C:7]([C@@H:17]([NH2:19])[CH3:18])=[C:8]([N:11]3[CH2:16][CH2:15][O:14][CH2:13][CH2:12]3)[CH:9]=2)[CH:4]=[CH:3]1.Cl[C:21]1[N:29]=[C:28]([NH2:30])[N:27]=[C:26]2[C:22]=1[N:23]=[CH:24][NH:25]2.CCN(CC)CC, predict the reaction product. The product is: [CH3:1][N:2]1[C:10]2[C:5](=[N:6][C:7]([C@@H:17]([NH:19][C:21]3[N:29]=[C:28]([NH2:30])[N:27]=[C:26]4[C:22]=3[N:23]=[CH:24][NH:25]4)[CH3:18])=[C:8]([N:11]3[CH2:12][CH2:13][O:14][CH2:15][CH2:16]3)[CH:9]=2)[CH:4]=[CH:3]1. (6) Given the reactants [OH:1][C@H:2]([CH3:6])[C:3](N)=O.F[B-](F)(F)F.C([O+](CC)CC)C.[CH2:19]([O:26][C:27](=[O:49])[NH:28][C@@H:29]1[CH2:34][C@@H:33]([NH:35][C:36]2[C:41]([NH2:42])=[CH:40][N:39]=[C:38]3[CH:43]=[CH:44][S:45][C:37]=23)[CH2:32][CH2:31][C@@H:30]1[CH2:46][C:47]#[N:48])[C:20]1[CH:25]=[CH:24][CH:23]=[CH:22][CH:21]=1, predict the reaction product. The product is: [CH2:19]([O:26][C:27](=[O:49])[NH:28][C@@H:29]1[CH2:34][C@@H:33]([N:35]2[C:36]3=[C:37]4[S:45][CH:44]=[CH:43][C:38]4=[N:39][CH:40]=[C:41]3[N:42]=[C:3]2[C@H:2]([OH:1])[CH3:6])[CH2:32][CH2:31][C@@H:30]1[CH2:46][C:47]#[N:48])[C:20]1[CH:21]=[CH:22][CH:23]=[CH:24][CH:25]=1. (7) Given the reactants [Br:1][C:2]1[CH:3]=[C:4]2[C:9](=[CH:10][CH:11]=1)[N:8]=[CH:7][C:6]([C:12](=[O:14])[CH3:13])=[C:5]2Cl.[NH2:16][C:17]1[CH:18]=[CH:19][C:20]([N:23]2[CH2:28][CH2:27][CH2:26][CH:25]([N:29]([CH3:37])[C:30](=[O:36])[O:31][C:32]([CH3:35])([CH3:34])[CH3:33])[CH2:24]2)=[N:21][CH:22]=1, predict the reaction product. The product is: [C:12]([C:6]1[CH:7]=[N:8][C:9]2[C:4]([C:5]=1[NH:16][C:17]1[CH:18]=[CH:19][C:20]([N:23]3[CH2:28][CH2:27][CH2:26][CH:25]([N:29]([CH3:37])[C:30](=[O:36])[O:31][C:32]([CH3:33])([CH3:34])[CH3:35])[CH2:24]3)=[N:21][CH:22]=1)=[CH:3][C:2]([Br:1])=[CH:11][CH:10]=2)(=[O:14])[CH3:13].